This data is from Forward reaction prediction with 1.9M reactions from USPTO patents (1976-2016). The task is: Predict the product of the given reaction. (1) The product is: [CH3:12][O:11][C:10]1[CH:9]=[C:8]2[C:4]([CH2:5][CH2:6][C:7]2=[O:13])=[CH:3][C:2]=1[O:1][CH2:15][CH:16]1[CH2:18][O:17]1. Given the reactants [OH:1][C:2]1[CH:3]=[C:4]2[C:8](=[CH:9][C:10]=1[O:11][CH3:12])[C:7](=[O:13])[CH2:6][CH2:5]2.Cl[CH2:15][CH:16]1[CH2:18][O:17]1.C(=O)([O-])[O-].[K+].[K+], predict the reaction product. (2) Given the reactants B1([C:12]2[O:16][CH:15]=[CH:14][CH:13]=2)OC(=O)CN(C)CC(=O)O1.I[C:18]1[CH:23]=[CH:22][N:21]=[C:20]([C:24]([F:27])([F:26])[F:25])[CH:19]=1.P([O-])([O-])([O-])=O.[K+].[K+].[K+].C1(P(C2CCCCC2)C2C=CC=CC=2C2C(OC)=CC=CC=2OC)CCCCC1, predict the reaction product. The product is: [O:16]1[CH:15]=[CH:14][CH:13]=[C:12]1[C:18]1[CH:23]=[CH:22][N:21]=[C:20]([C:24]([F:27])([F:26])[F:25])[CH:19]=1. (3) The product is: [CH3:14][O:15][C:16]1[CH:17]=[C:18](/[CH:19]=[C:9]2/[C:10](=[O:11])/[C:12](=[CH:1]/[C:2]3[CH:7]=[CH:6][C:5]([O:8][CH3:9])=[C:4]([O:13][CH3:12])[CH:3]=3)/[O:13][C:4]3[CH:3]=[C:2]([CH3:1])[CH:7]=[CH:6][C:5]=3[O:8]/2)[CH:21]=[CH:22][C:23]=1[O:24][CH3:25]. Given the reactants [CH3:1][C:2]1[CH:7]=[CH:6][C:5]2[O:8][CH2:9][C:10]([CH2:12][O:13][C:4]=2[CH:3]=1)=[O:11].[CH3:14][O:15][C:16]1[CH:17]=[C:18]([CH:21]=[CH:22][C:23]=1[O:24][CH3:25])[CH:19]=O, predict the reaction product. (4) Given the reactants [C:1]1([CH2:7][O:8][C:9]2[CH:17]=[CH:16][CH:15]=[CH:14][C:10]=2[C:11]([OH:13])=O)[CH:6]=[CH:5][CH:4]=[CH:3][CH:2]=1.CN(C(ON1N=NC2C=CC=NC1=2)=[N+](C)C)C.F[P-](F)(F)(F)(F)F.[NH2:42]/[C:43](/[CH3:49])=[CH:44]\[C:45]([O:47][CH3:48])=[O:46].CCOC(C)=O, predict the reaction product. The product is: [C:1]1([CH2:7][O:8][C:9]2[CH:17]=[CH:16][CH:15]=[CH:14][C:10]=2[C:11]([NH:42]/[C:43](/[CH3:49])=[CH:44]\[C:45]([O:47][CH3:48])=[O:46])=[O:13])[CH:2]=[CH:3][CH:4]=[CH:5][CH:6]=1. (5) Given the reactants [CH3:1][N:2]1[CH:6]=[N:5][N:4]=[C:3]1[NH2:7].[Li]CCCC.[Cl:13][C:14]1[C:22]([S:23][CH3:24])=[C:21]([Cl:25])[CH:20]=[C:19]([F:26])[C:15]=1[C:16](Cl)=[O:17], predict the reaction product. The product is: [Cl:13][C:14]1[C:22]([S:23][CH3:24])=[C:21]([Cl:25])[CH:20]=[C:19]([F:26])[C:15]=1[C:16]([NH:7][C:3]1[N:2]([CH3:1])[CH:6]=[N:5][N:4]=1)=[O:17]. (6) Given the reactants [CH:1]1([C:4]2[N:8]([CH3:9])[C:7]3[CH:10]=[C:11]([N:14]4[CH:19]=[CH:18][C:17]([OH:20])=[CH:16][C:15]4=[O:21])[CH:12]=[CH:13][C:6]=3[N:5]=2)[CH2:3][CH2:2]1.[F:22][C:23]1[S:27][C:26]([CH2:28]O)=[CH:25][CH:24]=1.C(P(CCCC)CCCC)CCC.N(C(N1CCCCC1)=O)=NC(N1CCCCC1)=O, predict the reaction product. The product is: [CH:1]1([C:4]2[N:8]([CH3:9])[C:7]3[CH:10]=[C:11]([N:14]4[CH:19]=[CH:18][C:17]([O:20][CH2:28][C:26]5[S:27][C:23]([F:22])=[CH:24][CH:25]=5)=[CH:16][C:15]4=[O:21])[CH:12]=[CH:13][C:6]=3[N:5]=2)[CH2:2][CH2:3]1.